Dataset: Forward reaction prediction with 1.9M reactions from USPTO patents (1976-2016). Task: Predict the product of the given reaction. (1) Given the reactants [O:1]1[CH2:6][CH2:5][N:4]([C:7]2[CH:12]=[CH:11][C:10]([CH:13]([N:15]3[CH2:20][CH2:19][C:18]([CH2:22][C:23](=[O:30])[C:24]4[CH:29]=[CH:28][CH:27]=[CH:26][CH:25]=4)(O)[CH2:17][CH2:16]3)[CH3:14])=[CH:9][CH:8]=2)[CH2:3][CH2:2]1.C(=O)=O.CC(C)=O.CCN(S(F)(F)[F:44])CC.[Cl:47]CCl, predict the reaction product. The product is: [ClH:47].[O:1]1[CH2:6][CH2:5][N:4]([C:7]2[CH:12]=[CH:11][C:10]([CH:13]([N:15]3[CH2:20][CH2:19][C:18]([CH2:22][C:23](=[O:30])[C:24]4[CH:29]=[CH:28][CH:27]=[CH:26][CH:25]=4)([F:44])[CH2:17][CH2:16]3)[CH3:14])=[CH:9][CH:8]=2)[CH2:3][CH2:2]1. (2) Given the reactants Cl.[F:2][C:3]1[CH:4]=[CH:5][C:6]([C@@H:9]([NH2:11])[CH3:10])=[N:7][CH:8]=1.CCN(C(C)C)C(C)C.[Cl:21][C:22]1[N:27]=[C:26](Cl)[CH:25]=[C:24]([Cl:29])[N:23]=1.O, predict the reaction product. The product is: [Cl:21][C:22]1[N:27]=[C:26]([NH:11][C@H:9]([C:6]2[CH:5]=[CH:4][C:3]([F:2])=[CH:8][N:7]=2)[CH3:10])[CH:25]=[C:24]([Cl:29])[N:23]=1. (3) The product is: [F:40][C:14]([F:13])([F:39])[C:15]1[CH:34]=[C:33]([C:35]([F:36])([F:37])[F:38])[CH:32]=[CH:31][C:16]=1[CH2:17][N:18]1[C:26]2[C:21](=[CH:22][C:23](/[CH:27]=[C:4]3/[C:5](=[O:12])[N:6]([NH:7][S:8]([CH3:11])(=[O:10])=[O:9])[C:2](=[O:1])[S:3]/3)=[CH:24][CH:25]=2)[C:20]([C:29]#[N:30])=[N:19]1. Given the reactants [O:1]=[C:2]1[N:6]([NH:7][S:8]([CH3:11])(=[O:10])=[O:9])[C:5](=[O:12])[CH2:4][S:3]1.[F:13][C:14]([F:40])([F:39])[C:15]1[CH:34]=[C:33]([C:35]([F:38])([F:37])[F:36])[CH:32]=[CH:31][C:16]=1[CH2:17][N:18]1[C:26]2[C:21](=[CH:22][C:23]([CH:27]=O)=[CH:24][CH:25]=2)[C:20]([C:29]#[N:30])=[N:19]1, predict the reaction product. (4) Given the reactants [C:1]([O:5][C:6](=[O:26])[NH:7][CH2:8]/[CH:9]=[CH:10]/[C:11]1[C:20]2[C:15](=[CH:16][C:17]([Cl:21])=[CH:18][CH:19]=2)[C:14]2=[N:22][NH:23][C:24](=[O:25])[N:13]2[CH:12]=1)([CH3:4])([CH3:3])[CH3:2].[H][H], predict the reaction product. The product is: [C:1]([O:5][C:6](=[O:26])[NH:7][CH2:8][CH2:9][CH2:10][C:11]1[C:20]2[C:15](=[CH:16][C:17]([Cl:21])=[CH:18][CH:19]=2)[C:14]2=[N:22][NH:23][C:24](=[O:25])[N:13]2[CH:12]=1)([CH3:4])([CH3:2])[CH3:3]. (5) Given the reactants [H-].[Na+].[CH3:3][C:4]1[N:8]=[C:7]([NH:9][C:10]2[CH:15]=[CH:14][CH:13]=[CH:12][N:11]=2)[S:6][N:5]=1.[CH2:16]([O:18][C:19](=[O:27])[CH2:20][CH2:21][CH2:22][CH2:23][CH2:24][CH2:25]I)[CH3:17], predict the reaction product. The product is: [CH2:16]([O:18][C:19](=[O:27])[CH2:20][CH2:21][CH2:22][CH2:23][CH2:24][CH2:25][N:9]([C:7]1[S:6][N:5]=[C:4]([CH3:3])[N:8]=1)[C:10]1[CH:15]=[CH:14][CH:13]=[CH:12][N:11]=1)[CH3:17]. (6) The product is: [F:27][C:14]1[C:15]([O:20][C:21]2[CH:26]=[CH:25][CH:24]=[CH:23][CH:22]=2)=[C:16]([F:19])[CH:17]=[CH:18][C:13]=1[C@H:10]([NH:9][CH2:8][CH2:7][C:6]([OH:28])=[O:5])[CH2:11][CH3:12]. Given the reactants [OH-].[Li+].C([O:5][C:6](=[O:28])[CH2:7][CH2:8][NH:9][C@@H:10]([C:13]1[CH:18]=[CH:17][C:16]([F:19])=[C:15]([O:20][C:21]2[CH:26]=[CH:25][CH:24]=[CH:23][CH:22]=2)[C:14]=1[F:27])[CH2:11][CH3:12])C.Cl, predict the reaction product. (7) Given the reactants [NH:1]1[CH2:6][CH2:5][NH:4][CH2:3][CH2:2]1.[NH2:7][C:8]1[CH:13]=[CH:12][C:11]([CH2:14][C:15]([OH:17])=O)=[CH:10][CH:9]=1.C1CCC(N=C=NC2CCCCC2)CC1.C1C=CC2N(O)N=NC=2C=1.[C:43](O)(=[O:48])[CH2:44][CH:45]([CH3:47])[CH3:46], predict the reaction product. The product is: [CH3:46][CH:45]([CH3:47])[CH2:44][C:43]([N:1]1[CH2:6][CH2:5][N:4]([C:15](=[O:17])[CH2:14][C:11]2[CH:10]=[CH:9][C:8]([NH2:7])=[CH:13][CH:12]=2)[CH2:3][CH2:2]1)=[O:48]. (8) Given the reactants [OH-].[Na+].BrBr.[F:5][C:6]1[CH:28]=[CH:27][C:9]([O:10][C:11]2[C:12](C(N)=O)=[N:13][CH:14]=[C:15]([S:17][C:18]3[N:23]=[CH:22][CH:21]=[CH:20][N:19]=3)[CH:16]=2)=[CH:8][CH:7]=1.[Cl-].[NH4+:30], predict the reaction product. The product is: [NH2:30][C:12]1[C:11]([O:10][C:9]2[CH:27]=[CH:28][C:6]([F:5])=[CH:7][CH:8]=2)=[CH:16][C:15]([S:17][C:18]2[N:23]=[CH:22][CH:21]=[CH:20][N:19]=2)=[CH:14][N:13]=1. (9) Given the reactants [NH:1]1[CH:5]=[CH:4][CH:3]=[C:2]1[C:6]([OH:8])=[O:7].[CH3:9]CN=C=NCCCN(C)C.Cl.C1C=CC2N(O)N=NC=2C=1.CO.S([O-])(O)(=O)=O.[K+], predict the reaction product. The product is: [NH:1]1[CH:5]=[CH:4][CH:3]=[C:2]1[C:6]([O:8][CH3:9])=[O:7].